Regression. Given a peptide amino acid sequence and an MHC pseudo amino acid sequence, predict their binding affinity value. This is MHC class II binding data. From a dataset of Peptide-MHC class II binding affinity with 134,281 pairs from IEDB. (1) The peptide sequence is CRKELAAVSVDCSEY. The MHC is HLA-DPA10103-DPB10401 with pseudo-sequence HLA-DPA10103-DPB10401. The binding affinity (normalized) is 0.278. (2) The peptide sequence is RRHGVRIRVRSGGHD. The MHC is HLA-DQA10401-DQB10402 with pseudo-sequence HLA-DQA10401-DQB10402. The binding affinity (normalized) is 0. (3) The peptide sequence is GAYETYKFIPSLEAA. The MHC is DRB1_1501 with pseudo-sequence DRB1_1501. The binding affinity (normalized) is 0.647. (4) The peptide sequence is GELQKVDKIDAAFKI. The MHC is DRB1_0404 with pseudo-sequence DRB1_0404. The binding affinity (normalized) is 0.457. (5) The peptide sequence is EKKYFAATQREPLAA. The MHC is HLA-DQA10501-DQB10201 with pseudo-sequence HLA-DQA10501-DQB10201. The binding affinity (normalized) is 0.458. (6) The MHC is DRB3_0101 with pseudo-sequence DRB3_0101. The binding affinity (normalized) is 0. The peptide sequence is EYGNLSLSGIAQSASD. (7) The peptide sequence is VYHQINHLKTVLEEK. The MHC is DRB1_0701 with pseudo-sequence DRB1_0701. The binding affinity (normalized) is 0.193.